This data is from Forward reaction prediction with 1.9M reactions from USPTO patents (1976-2016). The task is: Predict the product of the given reaction. (1) Given the reactants [Cl:1][C:2]1[CH:21]=[C:20]([Cl:22])[CH:19]=[CH:18][C:3]=1[O:4][C:5]1[C:10]([CH2:11][CH2:12][CH2:13][OH:14])=[CH:9][N:8]=[C:7]([CH:15]([CH3:17])[CH3:16])[N:6]=1.[CH2:23]([N:30]1[CH:34]=[C:33]([CH2:35][C:36]([O:38]C)=[O:37])[C:32](O)=[N:31]1)[C:24]1[CH:29]=[CH:28][CH:27]=[CH:26][CH:25]=1.C(P(CCCC)CCCC)CCC.N(C(N1CCCCC1)=O)=NC(N1CCCCC1)=O.O1CCCC1CO.[OH-].[Na+].Cl, predict the reaction product. The product is: [Cl:1][C:2]1[CH:21]=[C:20]([Cl:22])[CH:19]=[CH:18][C:3]=1[O:4][C:5]1[C:10]([CH2:11][CH2:12][CH2:13][O:14][C:32]2[C:33]([CH2:35][C:36]([OH:38])=[O:37])=[CH:34][N:30]([CH2:23][C:24]3[CH:29]=[CH:28][CH:27]=[CH:26][CH:25]=3)[N:31]=2)=[CH:9][N:8]=[C:7]([CH:15]([CH3:17])[CH3:16])[N:6]=1. (2) Given the reactants [OH-].[Na+].[CH2:3]([C:5]([S:30][CH2:31][CH2:32][CH2:33][CH2:34]/[CH:35]=[CH:36]\[CH2:37]/[CH:38]=[CH:39]\[CH2:40]/[CH:41]=[CH:42]\[CH2:43]/[CH:44]=[CH:45]\[CH2:46]/[CH:47]=[CH:48]\[CH2:49][CH3:50])([CH2:28][CH3:29])[C:6]([NH:8][C@@H:9]([CH2:24][CH:25]([CH3:27])[CH3:26])[C:10]([NH:12][C:13]1[CH:14]=[CH:15][C:16]([OH:23])=[C:17]([CH:22]=1)[C:18]([O:20]C)=[O:19])=[O:11])=[O:7])[CH3:4].Cl, predict the reaction product. The product is: [CH2:3]([C:5]([S:30][CH2:31][CH2:32][CH2:33][CH2:34]/[CH:35]=[CH:36]\[CH2:37]/[CH:38]=[CH:39]\[CH2:40]/[CH:41]=[CH:42]\[CH2:43]/[CH:44]=[CH:45]\[CH2:46]/[CH:47]=[CH:48]\[CH2:49][CH3:50])([CH2:28][CH3:29])[C:6]([NH:8][C@@H:9]([CH2:24][CH:25]([CH3:27])[CH3:26])[C:10]([NH:12][C:13]1[CH:14]=[CH:15][C:16]([OH:23])=[C:17]([CH:22]=1)[C:18]([OH:20])=[O:19])=[O:11])=[O:7])[CH3:4].